Predict which catalyst facilitates the given reaction. From a dataset of Catalyst prediction with 721,799 reactions and 888 catalyst types from USPTO. (1) Reactant: [F:1][C:2]1[C:10]([I:11])=[C:9]2[C:5]([C:6](=O)[C:7](=[O:12])[NH:8]2)=[CH:4][CH:3]=1.Cl.[NH2:15][OH:16]. Product: [F:1][C:2]1[C:10]([I:11])=[C:9]2[C:5]([C:6](=[N:15][OH:16])[C:7](=[O:12])[NH:8]2)=[CH:4][CH:3]=1. The catalyst class is: 40. (2) Reactant: [C:1]([C:4]1[CH:5]=[C:6]2[CH:12]=[CH:11][N:10]([C:13]([O:15][C:16]([CH3:19])([CH3:18])[CH3:17])=[O:14])[C:7]2=[CH:8][N:9]=1)(=O)[CH3:2].[BH3-]C#[N:22].[Na+]. Product: [NH2:22][CH:1]([C:4]1[CH:5]=[C:6]2[CH:12]=[CH:11][N:10]([C:13]([O:15][C:16]([CH3:19])([CH3:18])[CH3:17])=[O:14])[C:7]2=[CH:8][N:9]=1)[CH3:2]. The catalyst class is: 5. (3) Reactant: P(Cl)(Cl)([Cl:3])=O.[Br:6][C:7]1[CH:12]=[N+:11]([O-])[CH:10]=[C:9]2[NH:14][N:15]=[CH:16][C:8]=12. Product: [Br:6][C:7]1[CH:12]=[N:11][C:10]([Cl:3])=[C:9]2[NH:14][N:15]=[CH:16][C:8]=12. The catalyst class is: 6. (4) Reactant: [CH3:1][C:2]1[CH:11]=[CH:10][C:5]([C:6]([O:8][CH3:9])=[O:7])=[CH:4][N:3]=1.C1C(=O)N([Br:19])C(=O)C1.CC(N=NC(C#N)(C)C)(C#N)C.C(=O)([O-])O.[Na+]. Product: [Br:19][CH2:1][C:2]1[CH:11]=[CH:10][C:5]([C:6]([O:8][CH3:9])=[O:7])=[CH:4][N:3]=1. The catalyst class is: 13. (5) The catalyst class is: 7. Product: [C:3]12([CH2:2][O:1][C:16]3[C:21]([CH3:22])=[C:20]([I:23])[CH:19]=[CH:18][N:17]=3)[CH2:12][CH:7]3[CH2:6][CH:5]([CH2:11][CH:9]([CH2:8]3)[CH2:10]1)[CH2:4]2. Reactant: [OH:1][CH2:2][C:3]12[CH2:12][CH:7]3[CH2:8][CH:9]([CH2:11][CH:5]([CH2:6]3)[CH2:4]1)[CH2:10]2.[H-].[Na+].F[C:16]1[C:21]([CH3:22])=[C:20]([I:23])[CH:19]=[CH:18][N:17]=1. (6) Reactant: [C:1](Cl)(=[O:3])[CH3:2].Cl.[CH3:6][N:7]1[C:16]2[NH:15][C:14]3[CH:17]=[C:18]([CH3:21])[CH:19]=[CH:20][C:13]=3[N:12]([C:22]([CH:24]3[CH2:29][CH2:28][CH:27]([CH2:30][NH:31][C:32](=[O:40])[CH2:33][CH:34]4[CH2:39][CH2:38][NH:37][CH2:36][CH2:35]4)[CH2:26][CH2:25]3)=[O:23])[CH2:11][C:10]=2[CH:9]=[N:8]1. Product: [C:1]([N:37]1[CH2:38][CH2:39][CH:34]([CH2:33][C:32]([NH:31][CH2:30][CH:27]2[CH2:26][CH2:25][CH:24]([C:22]([N:12]3[CH2:11][C:10]4[CH:9]=[N:8][N:7]([CH3:6])[C:16]=4[NH:15][C:14]4[CH:17]=[C:18]([CH3:21])[CH:19]=[CH:20][C:13]3=4)=[O:23])[CH2:29][CH2:28]2)=[O:40])[CH2:35][CH2:36]1)(=[O:3])[CH3:2]. The catalyst class is: 236. (7) Product: [C:27]([O:26][C:24]([N:21]1[CH2:20][CH2:19][C:18]([CH2:17][O:16][CH:11]([C:9]2[CH:10]=[C:2]([Cl:1])[CH:3]=[C:4]3[C:8]=2[NH:7][N:6]=[CH:5]3)[C:12]([OH:14])=[O:13])([C:31]2[CH:36]=[CH:35][C:34]([F:37])=[CH:33][CH:32]=2)[CH2:23][CH2:22]1)=[O:25])([CH3:30])([CH3:28])[CH3:29]. Reactant: [Cl:1][C:2]1[CH:3]=[C:4]2[C:8](=[C:9]([CH:11]([O:16][CH2:17][C:18]3([C:31]4[CH:36]=[CH:35][C:34]([F:37])=[CH:33][CH:32]=4)[CH2:23][CH2:22][N:21]([C:24]([O:26][C:27]([CH3:30])([CH3:29])[CH3:28])=[O:25])[CH2:20][CH2:19]3)[C:12]([O:14]C)=[O:13])[CH:10]=1)[NH:7][N:6]=[CH:5]2.C(OC(N1CCC(COC(C2C3C(=CN(COCC[Si](C)(C)C)N=3)C=C(Cl)C=2)C(O)=O)(C2C=CC(F)=CC=2)CC1)=O)(C)(C)C. The catalyst class is: 98. (8) Reactant: [I-].[CH3:2][S+](C)(C)=O.[H-].[Na+].[O:9]=[C:10]([CH3:28])[CH2:11][N:12]1[CH2:17][CH2:16][N:15]([C:18]([O:20][CH2:21][C:22]2[CH:27]=[CH:26][CH:25]=[CH:24][CH:23]=2)=[O:19])[CH2:14][CH2:13]1. Product: [CH3:28][C:10]1([CH2:11][N:12]2[CH2:17][CH2:16][N:15]([C:18]([O:20][CH2:21][C:22]3[CH:27]=[CH:26][CH:25]=[CH:24][CH:23]=3)=[O:19])[CH2:14][CH2:13]2)[CH2:2][O:9]1. The catalyst class is: 16. (9) Reactant: C(OC)(OC)OC.C(O[BH-](OC(=O)C)OC(=O)C)(=O)C.[Na+].[CH:22]([C:24]1[CH:32]=[CH:31][C:27]([C:28]([OH:30])=[O:29])=[CH:26][CH:25]=1)=O.[CH3:33][CH:34]1[O:39][CH:38]([CH3:40])[CH2:37][NH:36][CH2:35]1.[F:41][C:42]([F:47])([F:46])[C:43]([OH:45])=[O:44]. Product: [CH3:40][CH:38]1[O:39][CH:34]([CH3:33])[CH2:35][N:36]([CH2:22][C:24]2[CH:32]=[CH:31][C:27]([C:28]([OH:30])=[O:29])=[CH:26][CH:25]=2)[CH2:37]1.[F:41][C:42]([F:47])([F:46])[C:43]([OH:45])=[O:44]. The catalyst class is: 875.